This data is from Full USPTO retrosynthesis dataset with 1.9M reactions from patents (1976-2016). The task is: Predict the reactants needed to synthesize the given product. (1) Given the product [Cl:1][C:2]1[CH:3]=[CH:4][C:5]2[N:11]([CH3:12])[C:10](=[O:13])[CH:9]([NH:14][C:15]([NH:17][C:18]3[C:27]4[C:22](=[CH:23][CH:24]=[CH:25][CH:26]=4)[C:21]([N:28]4[CH2:33][CH2:32][O:31][CH2:30][CH2:29]4)=[CH:20][CH:19]=3)=[NH:42])[N:8]=[C:7]([C:34]3[CH:39]=[CH:38][CH:37]=[CH:36][C:35]=3[Cl:40])[C:6]=2[CH:41]=1, predict the reactants needed to synthesize it. The reactants are: [Cl:1][C:2]1[CH:3]=[CH:4][C:5]2[N:11]([CH3:12])[C:10](=[O:13])[CH:9]([NH:14][C:15]([NH:17][C:18]3[C:27]4[C:22](=[CH:23][CH:24]=[CH:25][CH:26]=4)[C:21]([N:28]4[CH2:33][CH2:32][O:31][CH2:30][CH2:29]4)=[CH:20][CH:19]=3)=S)[N:8]=[C:7]([C:34]3[CH:39]=[CH:38][CH:37]=[CH:36][C:35]=3[Cl:40])[C:6]=2[CH:41]=1.[NH3:42]. (2) Given the product [Br:1][C:2]1[CH:7]=[CH:6][C:5]([C:8](=[O:16])/[C:9](/[C:10]2[CH:15]=[CH:14][N:13]=[CH:12][CH:11]=2)=[CH:19]/[N:20]([CH3:22])[CH3:21])=[CH:4][CH:3]=1, predict the reactants needed to synthesize it. The reactants are: [Br:1][C:2]1[CH:7]=[CH:6][C:5]([C:8](=[O:16])[CH2:9][C:10]2[CH:15]=[CH:14][N:13]=[CH:12][CH:11]=2)=[CH:4][CH:3]=1.CO[CH:19](OC)[N:20]([CH3:22])[CH3:21]. (3) The reactants are: [C:1]1([C:7]#[C:8][C:9]2[CH:10]=[C:11]([C:23]([C:25]([C:27]3[CH:32]=[CH:31][CH:30]=[CH:29][CH:28]=3)=O)=O)[CH:12]=[C:13]([C:15]#[C:16][C:17]3[CH:22]=[CH:21][CH:20]=[CH:19][CH:18]=3)[CH:14]=2)[CH:6]=[CH:5][CH:4]=[CH:3][CH:2]=1.[C:33]1([CH2:39][C:40]([CH2:42][C:43]2[CH:48]=[CH:47][CH:46]=[CH:45][CH:44]=2)=[O:41])[CH:38]=[CH:37][CH:36]=[CH:35][CH:34]=1.C(O)CC.[OH-].C([N+](C)(C)C)C1C=CC=CC=1. Given the product [C:1]1([C:7]#[C:8][C:9]2[CH:14]=[C:13]([C:15]3[C:16]([C:17]4[CH:18]=[CH:19][CH:20]=[CH:21][CH:22]=4)=[C:42]([C:43]4[CH:44]=[CH:45][CH:46]=[CH:47][CH:48]=4)[C:40](=[O:41])[C:39]=3[C:33]3[CH:34]=[CH:35][CH:36]=[CH:37][CH:38]=3)[CH:12]=[C:11]([C:23]#[C:25][C:27]3[CH:28]=[CH:29][CH:30]=[CH:31][CH:32]=3)[CH:10]=2)[CH:6]=[CH:5][CH:4]=[CH:3][CH:2]=1, predict the reactants needed to synthesize it. (4) Given the product [C:1]([O:5][C:6](=[O:23])[N:7]([C:9]([C:15]1[CH:20]=[CH:19][C:18]([Cl:21])=[C:17]([Cl:22])[CH:16]=1)([CH2:13][NH:29][CH3:28])[CH2:10][CH:11]=[CH2:12])[CH3:8])([CH3:4])([CH3:3])[CH3:2], predict the reactants needed to synthesize it. The reactants are: [C:1]([O:5][C:6](=[O:23])[N:7]([C:9]([C:15]1[CH:20]=[CH:19][C:18]([Cl:21])=[C:17]([Cl:22])[CH:16]=1)([CH:13]=O)[CH2:10][CH:11]=[CH2:12])[CH3:8])([CH3:4])([CH3:3])[CH3:2].CN.CO.[C:28]([BH3-])#[N:29].[Na+]. (5) Given the product [Cl:1][C:2]1[CH:3]=[C:4]([CH:26]=[CH:27][C:28]=1[F:29])[CH2:5][C:6]1[S:7][C:8]2[CH:14]=[CH:13][CH:12]=[C:11]([C:15]3[CH:16]=[C:17]([CH:23]=[CH:24][CH:25]=3)[C:18]([OH:20])=[O:19])[C:9]=2[CH:10]=1.[NH2:62][C:60](=[O:61])[CH2:59][NH:58][C:47](=[O:49])[C:46]1[CH:50]=[CH:51][CH:52]=[C:44]([C:40]2[C:38]3[CH:39]=[C:35]([CH2:34][C:33]4[CH:53]=[CH:54][C:55]([F:56])=[C:31]([Cl:30])[CH:32]=4)[S:36][C:37]=3[CH:43]=[CH:42][CH:41]=2)[CH:45]=1, predict the reactants needed to synthesize it. The reactants are: [Cl:1][C:2]1[CH:3]=[C:4]([CH:26]=[CH:27][C:28]=1[F:29])[CH2:5][C:6]1[S:7][C:8]2[CH:14]=[CH:13][CH:12]=[C:11]([C:15]3[CH:16]=[C:17]([CH:23]=[CH:24][CH:25]=3)[C:18]([O:20]CC)=[O:19])[C:9]=2[CH:10]=1.[Cl:30][C:31]1[CH:32]=[C:33]([CH:53]=[CH:54][C:55]=1[F:56])[CH2:34][C:35]1[S:36][C:37]2[CH:43]=[CH:42][CH:41]=[C:40]([C:44]3[CH:45]=[C:46]([CH:50]=[CH:51][CH:52]=3)[C:47]([OH:49])=O)[C:38]=2[CH:39]=1.Cl.[NH2:58][CH2:59][C:60]([NH2:62])=[O:61]. (6) Given the product [Cl:21][C:12]1[CH:13]=[C:14]([N+:18]([O-:20])=[O:19])[CH:15]=[C:16]([Cl:17])[C:11]=1[N:9]1[CH:8]=[C:7]2[C:2]([NH:23][C:24]3[CH:29]=[C:28]([CH3:30])[N:27]=[CH:26][N:25]=3)=[N:3][CH:4]=[C:5]([F:22])[C:6]2=[N:10]1, predict the reactants needed to synthesize it. The reactants are: Br[C:2]1[C:7]2=[CH:8][N:9]([C:11]3[C:16]([Cl:17])=[CH:15][C:14]([N+:18]([O-:20])=[O:19])=[CH:13][C:12]=3[Cl:21])[N:10]=[C:6]2[C:5]([F:22])=[CH:4][N:3]=1.[NH2:23][C:24]1[CH:29]=[C:28]([CH3:30])[N:27]=[CH:26][N:25]=1.CC1(C)C2C(=C(P(C3C=CC=CC=3)C3C=CC=CC=3)C=CC=2)OC2C(P(C3C=CC=CC=3)C3C=CC=CC=3)=CC=CC1=2.C(=O)([O-])[O-].[Cs+].[Cs+].